From a dataset of Experimentally validated miRNA-target interactions with 360,000+ pairs, plus equal number of negative samples. Binary Classification. Given a miRNA mature sequence and a target amino acid sequence, predict their likelihood of interaction. The miRNA is mmu-miR-670-5p with sequence AUCCCUGAGUGUAUGUGGUGAA. The protein sequence of the target gene is MEICWGPYSHLISLLLILLFHSEAACRPSGKRPCKMQAFRIWDTNQKTFYLRNNQLIAGYLQGPNIKLEEKIDMVPIDLHSVFLGIHGGKLCLSCAKSGDDIKLQLEEVNITDLSKNKEEDKRFTFIRSEKGPTTSFESAACPGWFLCTTLEADRPVSLTNTPEEPLIVTKFYFQEDQ. Result: 1 (interaction).